Dataset: Forward reaction prediction with 1.9M reactions from USPTO patents (1976-2016). Task: Predict the product of the given reaction. Given the reactants [Br:1][C:2]1[C:3](Cl)=[C:4]([N+:9]([O-:11])=[O:10])[C:5]([NH2:8])=[N:6][CH:7]=1.[N:13]1[CH:18]=[CH:17][CH:16]=[C:15]([CH2:19][N:20]2[CH2:25][CH2:24][NH:23][CH2:22][CH2:21]2)[CH:14]=1.C(N(C(C)C)CC)(C)C, predict the reaction product. The product is: [Br:1][C:2]1[C:3]([N:23]2[CH2:24][CH2:25][N:20]([CH2:19][C:15]3[CH:14]=[N:13][CH:18]=[CH:17][CH:16]=3)[CH2:21][CH2:22]2)=[C:4]([N+:9]([O-:11])=[O:10])[C:5]([NH2:8])=[N:6][CH:7]=1.